From a dataset of Full USPTO retrosynthesis dataset with 1.9M reactions from patents (1976-2016). Predict the reactants needed to synthesize the given product. (1) The reactants are: [Cl:1][C:2]1[CH:7]=[CH:6][C:5]([CH:8]2[C:17]([CH3:19])([CH3:18])[CH2:16][C:15]3[C:10](=[CH:11][CH:12]=[C:13]([C:20]([O:22]C)=[O:21])[CH:14]=3)[NH:9]2)=[CH:4][C:3]=1[NH:24][C:25]([CH:27]1[CH2:32][CH2:31][CH2:30][CH2:29][CH2:28]1)=[O:26].[OH-].[Na+]. Given the product [Cl:1][C:2]1[CH:7]=[CH:6][C:5]([CH:8]2[C:17]([CH3:18])([CH3:19])[CH2:16][C:15]3[C:10](=[CH:11][CH:12]=[C:13]([C:20]([OH:22])=[O:21])[CH:14]=3)[NH:9]2)=[CH:4][C:3]=1[NH:24][C:25]([CH:27]1[CH2:32][CH2:31][CH2:30][CH2:29][CH2:28]1)=[O:26], predict the reactants needed to synthesize it. (2) Given the product [F:11][C:2]1([C:8]([OH:9])([C:13]([F:16])([F:15])[F:14])[C:13]([F:16])([F:15])[F:14])[CH2:3][CH:4]2[CH2:7][CH:1]1[CH:6]=[CH:5]2, predict the reactants needed to synthesize it. The reactants are: [CH:1]12[CH2:7][CH:4]([CH:5]=[CH:6]1)[CH2:3][CH:2]2[C:8](F)=[O:9].[F-:11].[K+].[C:13]([Si](C)(C)C)([F:16])([F:15])[F:14]. (3) Given the product [CH2:11]([O:18][CH2:19][CH:20]([CH3:23])[CH:21]=[O:22])[C:12]1[CH:17]=[CH:16][CH:15]=[CH:14][CH:13]=1, predict the reactants needed to synthesize it. The reactants are: CS(C)=O.C(Cl)(=O)C(Cl)=O.[CH2:11]([O:18][CH2:19][CH:20]([CH3:23])[CH2:21][OH:22])[C:12]1[CH:17]=[CH:16][CH:15]=[CH:14][CH:13]=1.C(N(CC)CC)C.